Dataset: Reaction yield outcomes from USPTO patents with 853,638 reactions. Task: Predict the reaction yield, written as a fraction of the theoretical maximum amount of product (1.0 means a 100% yield; for example, 0.34 means a 34% yield). (1) The reactants are [CH3:1][N:2]1[C:7](=[O:8])[C:6]([NH:9][C:10]2[CH:15]=[CH:14][C:13]([N:16]3[CH2:21][CH2:20][N:19]([CH:22]4[CH2:25][O:24][CH2:23]4)[CH2:18][C@@H:17]3[CH3:26])=[CH:12][N:11]=2)=[CH:5][C:4]([C:27]2[CH:32]=[CH:31][N:30]=[C:29]([N:33]3[C:45](=[O:46])[C:44]4[S:43][C:42]5[CH2:41][CH2:40][CH2:39][CH2:38][C:37]=5[C:36]=4[CH:35]=[N:34]3)[C:28]=2[CH:47]=[O:48])=[CH:3]1.[BH4-].[Na+].O. The catalyst is CO.ClCCl. The product is [OH:48][CH2:47][C:28]1[C:29]([N:33]2[C:45](=[O:46])[C:44]3[S:43][C:42]4[CH2:41][CH2:40][CH2:39][CH2:38][C:37]=4[C:36]=3[CH:35]=[N:34]2)=[N:30][CH:31]=[CH:32][C:27]=1[C:4]1[CH:5]=[C:6]([NH:9][C:10]2[CH:15]=[CH:14][C:13]([N:16]3[CH2:21][CH2:20][N:19]([CH:22]4[CH2:23][O:24][CH2:25]4)[CH2:18][C@@H:17]3[CH3:26])=[CH:12][N:11]=2)[C:7](=[O:8])[N:2]([CH3:1])[CH:3]=1. The yield is 0.600. (2) The reactants are [C:1]([O:4][CH2:5][CH2:6][C:7]1[O:8][CH:9]=[C:10]([C:12]2[CH:17]=[CH:16][C:15]([C:18]([F:21])([F:20])[F:19])=[CH:14][CH:13]=2)[N:11]=1)(=[O:3])[CH3:2].C1C(=O)N([Br:29])C(=O)C1.C(=O)(O)[O-].[Na+]. The catalyst is C(O)(=O)C.O. The product is [C:1]([O:4][CH2:5][CH2:6][C:7]1[O:8][C:9]([Br:29])=[C:10]([C:12]2[CH:17]=[CH:16][C:15]([C:18]([F:19])([F:20])[F:21])=[CH:14][CH:13]=2)[N:11]=1)(=[O:3])[CH3:2]. The yield is 0.390. (3) The reactants are [C:1]([CH:5]1[CH2:13][C:12]2[C:7](=[CH:8][CH:9]=[CH:10][CH:11]=2)[NH:6]1)([CH3:4])([CH3:3])[CH3:2].[N+:14]([O-])([O-:16])=[O:15].[K+].C([O-])([O-])=O.[Na+].[Na+]. The catalyst is OS(O)(=O)=O. The product is [C:1]([CH:5]1[CH2:13][C:12]2[C:7](=[CH:8][C:9]([N+:14]([O-:16])=[O:15])=[CH:10][CH:11]=2)[NH:6]1)([CH3:4])([CH3:2])[CH3:3]. The yield is 0.310. (4) The reactants are [NH2:1][CH2:2][C:3]1[CH:4]=[C:5]([C:9]2[N:17]3[C:12]([C:13]([NH2:18])=[N:14][CH:15]=[N:16]3)=[C:11]([C:19]3[CH:20]=[CH:21][C:22]4[C:26]([CH:27]=3)=[N:25][N:24]([CH2:28][C:29]3[CH:34]=[CH:33][CH:32]=[CH:31][CH:30]=3)[CH:23]=4)[CH:10]=2)[CH:6]=[CH:7][CH:8]=1.[C:35]1(=O)[CH2:40][CH2:39][CH2:38][CH2:37][CH2:36]1. No catalyst specified. The product is [CH2:28]([N:24]1[CH:23]=[C:22]2[C:26]([CH:27]=[C:19]([C:11]3[CH:10]=[C:9]([C:5]4[CH:6]=[CH:7][CH:8]=[C:3]([CH2:2][NH:1][CH:35]5[CH2:40][CH2:39][CH2:38][CH2:37][CH2:36]5)[CH:4]=4)[N:17]4[C:12]=3[C:13]([NH2:18])=[N:14][CH:15]=[N:16]4)[CH:20]=[CH:21]2)=[N:25]1)[C:29]1[CH:34]=[CH:33][CH:32]=[CH:31][CH:30]=1. The yield is 0.110. (5) The reactants are [F:1][C:2]1[CH:3]=[C:4]([Mg]Br)[CH:5]=[CH:6][C:7]=1[F:8].[CH3:11][N:12]1[CH2:17][C:16]([C:18]([O:20][CH3:21])=[O:19])=[CH:15][CH2:14][CH2:13]1.[Cl-].[NH4+].C[O-].[Na+]. The catalyst is C(OCC)C. The product is [F:1][C:2]1[CH:3]=[C:4]([C@@H:15]2[CH2:14][CH2:13][N:12]([CH3:11])[CH2:17][C@H:16]2[C:18]([O:20][CH3:21])=[O:19])[CH:5]=[CH:6][C:7]=1[F:8]. The yield is 0.650. (6) The reactants are [CH:1]([N:14]1[C:22]2[C:17](=[CH:18][C:19]([Cl:23])=[CH:20][CH:21]=2)[C:16]([CH2:24][CH2:25][S:26]([C:29]2[CH:38]=[CH:37][C:32]([C:33]([O:35]C)=[O:34])=[CH:31][CH:30]=2)(=[O:28])=[O:27])=[C:15]1[CH2:39][CH2:40][NH:41][S:42]([CH2:45][C:46]1[CH:51]=[CH:50][CH:49]=[CH:48][CH:47]=1)(=[O:44])=[O:43])([C:8]1[CH:13]=[CH:12][CH:11]=[CH:10][CH:9]=1)[C:2]1[CH:7]=[CH:6][CH:5]=[CH:4][CH:3]=1.C1COCC1.[OH-].[Na+]. The catalyst is CO. The product is [CH:1]([N:14]1[C:22]2[C:17](=[CH:18][C:19]([Cl:23])=[CH:20][CH:21]=2)[C:16]([CH2:24][CH2:25][S:26]([C:29]2[CH:30]=[CH:31][C:32]([C:33]([OH:35])=[O:34])=[CH:37][CH:38]=2)(=[O:28])=[O:27])=[C:15]1[CH2:39][CH2:40][NH:41][S:42]([CH2:45][C:46]1[CH:47]=[CH:48][CH:49]=[CH:50][CH:51]=1)(=[O:43])=[O:44])([C:2]1[CH:3]=[CH:4][CH:5]=[CH:6][CH:7]=1)[C:8]1[CH:13]=[CH:12][CH:11]=[CH:10][CH:9]=1. The yield is 0.920. (7) The reactants are [NH2:1][C:2]1[C:18]([F:19])=[CH:17][CH:16]=[CH:15][C:3]=1[C:4]([NH:6][C:7]1[CH:12]=[CH:11][CH:10]=[C:9]([Br:13])[C:8]=1[CH3:14])=[O:5].[C:20](=O)(OC(Cl)(Cl)Cl)[O:21]C(Cl)(Cl)Cl.C([O-])(O)=O.[Na+]. The catalyst is C1COCC1.CCOC(C)=O. The product is [Br:13][C:9]1[C:8]([CH3:14])=[C:7]([N:6]2[C:4](=[O:5])[C:3]3[C:2](=[C:18]([F:19])[CH:17]=[CH:16][CH:15]=3)[NH:1][C:20]2=[O:21])[CH:12]=[CH:11][CH:10]=1. The yield is 0.970. (8) The reactants are [C:1]([C:3]1[C:4]([NH2:9])=[N:5][CH:6]=[CH:7][CH:8]=1)#[CH:2].[O:10]1[CH:14]=[CH:13][CH:12]=[C:11]1[CH2:15][CH2:16][C:17]1[CH:22]=[CH:21][C:20]([CH2:23][C:24](Cl)=[N:25][OH:26])=[CH:19][CH:18]=1.C(N(CC)CC)C. The catalyst is O1CCCC1. The product is [O:10]1[CH:14]=[CH:13][CH:12]=[C:11]1[CH2:15][CH2:16][C:17]1[CH:22]=[CH:21][C:20]([CH2:23][C:24]2[CH:2]=[C:1]([C:3]3[C:4]([NH2:9])=[N:5][CH:6]=[CH:7][CH:8]=3)[O:26][N:25]=2)=[CH:19][CH:18]=1. The yield is 0.408.